The task is: Predict the reactants needed to synthesize the given product.. This data is from Full USPTO retrosynthesis dataset with 1.9M reactions from patents (1976-2016). Given the product [Cl:25][C:22]1[CH:23]=[CH:24][C:19]([CH:17]([CH:14]2[CH2:15][CH2:16]2)[C:6]2[C:5]3[C:9](=[C:10]([CH2:11][S:12][CH3:13])[C:2]([F:1])=[CH:3][CH:4]=3)[NH:8][CH:7]=2)=[CH:20][CH:21]=1, predict the reactants needed to synthesize it. The reactants are: [F:1][C:2]1[C:10]([CH2:11][S:12][CH3:13])=[C:9]2[C:5]([CH:6]=[CH:7][NH:8]2)=[CH:4][CH:3]=1.[CH:14]1([CH:17]([C:19]2[CH:24]=[CH:23][C:22]([Cl:25])=[CH:21][CH:20]=2)O)[CH2:16][CH2:15]1.ClC1C=C(F)C=CC=1C(C1CC1)C1C2C(=C(CSC)C(F)=CC=2)NC=1.